This data is from Full USPTO retrosynthesis dataset with 1.9M reactions from patents (1976-2016). The task is: Predict the reactants needed to synthesize the given product. (1) Given the product [F:53][C:19]1[CH:20]=[C:15]([C:14]2[CH:13]=[CH:12][N:11]=[C:10]3[NH:36][C:7]([C:5]4[CH:4]=[N:3][N:2]([CH3:1])[CH:6]=4)=[N:8][C:9]=23)[CH:16]=[CH:17][C:18]=1[C:21]([NH:24][C:25]([C:27]1[O:28][C:29]([C:32]([CH3:35])([CH3:34])[CH3:33])=[N:30][N:31]=1)=[O:26])([CH3:23])[CH3:22], predict the reactants needed to synthesize it. The reactants are: [CH3:1][N:2]1[CH:6]=[C:5]([C:7]2[NH:36][C:10]3=[N:11][CH:12]=[CH:13][C:14]([C:15]4[CH:20]=[CH:19][C:18]([C:21]5([NH:24][C:25]([C:27]6[O:28][C:29]([C:32]([CH3:35])([CH3:34])[CH3:33])=[N:30][N:31]=6)=[O:26])[CH2:23][CH2:22]5)=[CH:17][CH:16]=4)=[C:9]3[N:8]=2)[CH:4]=[N:3]1.BrC1C=CN=C2NC(C3C=NN(C)C=3)=NC=12.[F:53]C1C=C(B2OC(C)(C)C(C)(C)O2)C=CC=1C(NC(C1OC(C(C)(C)C)=NN=1)=O)(C)C.P([O-])([O-])([O-])=O.[K+].[K+].[K+].C([O-])(=O)C.[Na+].C(#N)C. (2) Given the product [F:23][C:14]1([F:22])[C:13]2[C:17](=[CH:18][CH:19]=[CH:20][C:12]=2[C@@H:10]([OH:9])[CH3:11])[NH:16][C:15]1=[O:21], predict the reactants needed to synthesize it. The reactants are: C([O:9][C@H:10]([C:12]1[CH:20]=[CH:19][CH:18]=[C:17]2[C:13]=1[C:14]([F:23])([F:22])[C:15](=[O:21])[NH:16]2)[CH3:11])(=O)C1C=CC=CC=1.[OH-].[Na+].Cl. (3) Given the product [CH2:20]([N:21]([CH3:22])[C:7]([C:6]1[C:5]([I:12])=[C:4]([C:3]([I:16])=[C:2]([NH2:1])[C:10]=1[I:11])[C:13]([Cl:15])=[O:14])=[O:8])[CH:19]=[CH2:18], predict the reactants needed to synthesize it. The reactants are: [NH2:1][C:2]1[C:3]([I:16])=[C:4]([C:13]([Cl:15])=[O:14])[C:5]([I:12])=[C:6]([C:10]=1[I:11])[C:7](Cl)=[O:8].C[CH:18]=[CH:19][CH2:20][NH2:21].[CH2:22]1COCC1.